Task: Predict the reaction yield, written as a fraction of the theoretical maximum amount of product (1.0 means a 100% yield; for example, 0.34 means a 34% yield).. Dataset: Reaction yield outcomes from USPTO patents with 853,638 reactions No catalyst specified. The product is [C:1]([C:5]1[O:9][N:8]=[C:7]([NH:10][C:11]([NH:13][C:14]2[CH:19]=[CH:18][CH:17]=[C:16]([O:20][C:21]3[C:30]4[C:25](=[CH:26][C:27]([O:35][CH3:36])=[C:28]([O:31][CH2:32][CH2:33][N:41]5[CH2:42][CH2:43][N:38]([CH3:37])[CH2:39][CH2:40]5)[CH:29]=4)[N:24]=[CH:23][N:22]=3)[CH:15]=2)=[O:12])[CH:6]=1)([CH3:4])([CH3:3])[CH3:2]. The reactants are [C:1]([C:5]1[O:9][N:8]=[C:7]([NH:10][C:11]([NH:13][C:14]2[CH:19]=[CH:18][CH:17]=[C:16]([O:20][C:21]3[C:30]4[C:25](=[CH:26][C:27]([O:35][CH3:36])=[C:28]([O:31][CH2:32][CH2:33]Cl)[CH:29]=4)[N:24]=[CH:23][N:22]=3)[CH:15]=2)=[O:12])[CH:6]=1)([CH3:4])([CH3:3])[CH3:2].[CH3:37][N:38]1[CH2:43][CH2:42][NH:41][CH2:40][CH2:39]1. The yield is 0.0800.